Dataset: Forward reaction prediction with 1.9M reactions from USPTO patents (1976-2016). Task: Predict the product of the given reaction. (1) Given the reactants [F:1][C:2]1[CH:7]=[CH:6][C:5]([N:8]2[C:16]3[C:11](=[CH:12][C:13]([CH:17]([C:25]4[CH:30]=[CH:29][CH:28]=[CH:27][CH:26]=4)[CH:18]([CH2:22][CH2:23][CH3:24])[C:19]([NH2:21])=O)=[CH:14][CH:15]=3)[CH:10]=[N:9]2)=[CH:4][CH:3]=1.[H-].[Al+3].[Li+].[H-].[H-].[H-].C(OCC)C, predict the reaction product. The product is: [F:1][C:2]1[CH:3]=[CH:4][C:5]([N:8]2[C:16]3[C:11](=[CH:12][C:13]([CH:17]([C:25]4[CH:26]=[CH:27][CH:28]=[CH:29][CH:30]=4)[CH:18]([CH2:22][CH2:23][CH3:24])[CH2:19][NH2:21])=[CH:14][CH:15]=3)[CH:10]=[N:9]2)=[CH:6][CH:7]=1. (2) The product is: [CH2:1]([O:8][NH:9][C:10]([CH:12]1[N:21]([S:22]([C:25]2[CH:26]=[CH:27][C:28]([O:31][CH2:32][CH2:33][OH:34])=[CH:29][CH:30]=2)(=[O:24])=[O:23])[CH2:20][C:15]2=[N:16][CH:17]=[CH:18][N:19]=[C:14]2[CH2:13]1)=[O:11])[C:2]1[CH:7]=[CH:6][CH:5]=[CH:4][CH:3]=1. Given the reactants [CH2:1]([O:8][NH:9][C:10]([CH:12]1[N:21]([S:22]([C:25]2[CH:30]=[CH:29][C:28]([O:31][CH2:32][CH2:33][O:34]C(=O)C)=[CH:27][CH:26]=2)(=[O:24])=[O:23])[CH2:20][C:15]2=[N:16][CH:17]=[CH:18][N:19]=[C:14]2[CH2:13]1)=[O:11])[C:2]1[CH:7]=[CH:6][CH:5]=[CH:4][CH:3]=1.[OH-].[Na+].CO, predict the reaction product. (3) Given the reactants [C:1]1([C:7](=O)[CH3:8])[CH:6]=[CH:5][CH:4]=[CH:3][CH:2]=1.[CH:10]1([NH2:13])[CH2:12][CH2:11]1.S([O-])([O-])(=O)=O.[Mg+2], predict the reaction product. The product is: [C:1]1([CH:7]([NH:13][CH:10]2[CH2:12][CH2:11]2)[CH3:8])[CH:6]=[CH:5][CH:4]=[CH:3][CH:2]=1. (4) Given the reactants [F:1][C:2]1[CH:7]=[CH:6][C:5]([NH2:8])=[C:4]([NH2:9])[CH:3]=1.[Cl:10][CH2:11][C:12](O)=O.C([O-])(O)=O.[Na+], predict the reaction product. The product is: [Cl:10][CH2:11][C:12]1[NH:8][C:5]2[CH:6]=[CH:7][C:2]([F:1])=[CH:3][C:4]=2[N:9]=1. (5) Given the reactants [CH2:1]([O:3][C:4](=[O:32])[CH2:5][O:6][C:7]1[CH:12]=[C:11]([CH:13]([CH3:15])[CH3:14])[CH:10]=[CH:9][C:8]=1[CH2:16][CH2:17][NH:18][S:19]([C:22]1[CH:27]=[C:26]([C:28]#[N:29])[CH:25]=[CH:24][C:23]=1[O:30]C)(=[O:21])=[O:20])[CH3:2].[Cl-].[Li+], predict the reaction product. The product is: [C:28]([C:26]1[CH:25]=[CH:24][C:23]([OH:30])=[C:22]([S:19]([NH:18][CH2:17][CH2:16][C:8]2[CH:9]=[CH:10][C:11]([CH:13]([CH3:15])[CH3:14])=[CH:12][C:7]=2[O:6][CH2:5][C:4]([O:3][CH2:1][CH3:2])=[O:32])(=[O:20])=[O:21])[CH:27]=1)#[N:29]. (6) The product is: [CH3:1][C:2]1([CH3:19])[CH:11]=[C:10]([C:12]2[S:16][C:15]([CH3:17])=[CH:14][CH:13]=2)[C:9]2[C:4](=[CH:5][CH:6]=[C:7]([CH:28]=[O:29])[CH:8]=2)[S:3]1. Given the reactants [CH3:1][C:2]1([CH3:19])[CH:11]=[C:10]([C:12]2[S:16][C:15]([CH3:17])=[CH:14][CH:13]=2)[C:9]2[C:4](=[CH:5][CH:6]=[C:7](Br)[CH:8]=2)[S:3]1.[Li]CCCC.CN([CH:28]=[O:29])C, predict the reaction product. (7) Given the reactants C([NH:4][C:5]1[CH:13]=[CH:12][C:8]([C:9]([OH:11])=O)=[C:7]([CH3:14])[CH:6]=1)(=O)C.[NH2:15][C:16]1[CH:21]=[CH:20][CH:19]=[CH:18][C:17]=1O, predict the reaction product. The product is: [O:11]1[C:17]2[CH:18]=[CH:19][CH:20]=[CH:21][C:16]=2[N:15]=[C:9]1[C:8]1[CH:12]=[CH:13][C:5]([NH2:4])=[CH:6][C:7]=1[CH3:14].